From a dataset of Full USPTO retrosynthesis dataset with 1.9M reactions from patents (1976-2016). Predict the reactants needed to synthesize the given product. (1) The reactants are: [C:1]([P:5](Cl)[C:6]([CH3:9])([CH3:8])[CH3:7])([CH3:4])([CH3:3])[CH3:2].Br[C:12]1[C:21]2[C:16](=[CH:17][CH:18]=[CH:19][CH:20]=2)[CH:15]=[CH:14][CH:13]=1.[Mg].S(=O)(=O)(O)O. Given the product [C:1]([P:5]([C:6]([CH3:9])([CH3:8])[CH3:7])[C:20]1[C:21]2[C:16](=[CH:15][CH:14]=[CH:13][CH:12]=2)[CH:17]=[CH:18][CH:19]=1)([CH3:4])([CH3:3])[CH3:2], predict the reactants needed to synthesize it. (2) Given the product [CH3:1][C@H:2]([O:6][C:7]1[C:16]2[C:11](=[CH:12][CH:13]=[CH:14][CH:15]=2)[CH:10]=[CH:9][C:8]=1[CH2:17][OH:18])[CH2:3][CH:4]=[CH2:5], predict the reactants needed to synthesize it. The reactants are: [CH3:1][C@H:2]([O:6][C:7]1[C:16]2[C:11](=[CH:12][CH:13]=[CH:14][CH:15]=2)[CH:10]=[CH:9][C:8]=1[C:17](OC)=[O:18])[CH2:3][CH:4]=[CH2:5].[H-].[H-].[H-].[H-].[Li+].[Al+3]. (3) Given the product [Br:1][C:2]1[CH:3]=[C:4]([CH2:21][C:22]([OH:24])=[O:23])[CH:5]=[CH:6][C:7]=1[NH:8][C:9]([C:11]1[C:20]2[C:15](=[CH:16][CH:17]=[CH:18][CH:19]=2)[CH:14]=[CH:13][N:12]=1)=[O:10], predict the reactants needed to synthesize it. The reactants are: [Br:1][C:2]1[CH:3]=[C:4]([CH2:21][C:22]([O:24]CC)=[O:23])[CH:5]=[CH:6][C:7]=1[NH:8][C:9]([C:11]1[C:20]2[C:15](=[CH:16][CH:17]=[CH:18][CH:19]=2)[CH:14]=[CH:13][N:12]=1)=[O:10].[OH-].[Na+].Cl.